This data is from Full USPTO retrosynthesis dataset with 1.9M reactions from patents (1976-2016). The task is: Predict the reactants needed to synthesize the given product. (1) Given the product [Cl:21][C:11]1[CH:12]=[C:13]([C:14]2[CH:19]=[CH:18][CH:17]=[C:16]([Cl:20])[CH:15]=2)[C:7]2[O:6][CH:5]([CH2:4][NH2:1])[CH2:9][C:8]=2[CH:10]=1, predict the reactants needed to synthesize it. The reactants are: [N:1]([CH2:4][CH:5]1[CH2:9][C:8]2[CH:10]=[C:11]([Cl:21])[CH:12]=[C:13]([C:14]3[CH:19]=[CH:18][CH:17]=[C:16]([Cl:20])[CH:15]=3)[C:7]=2[O:6]1)=[N+]=[N-]. (2) Given the product [CH3:1][O:2][C:3]1[CH:4]=[C:5]([C:11]2[NH:15][N:14]=[C:13]([CH3:16])[C:12]=2[NH:17][C:18](=[O:25])[C:19]2[CH:24]=[CH:23][CH:22]=[CH:21][CH:20]=2)[CH:6]=[CH:7][C:8]=1[O:9][CH3:10], predict the reactants needed to synthesize it. The reactants are: [CH3:1][O:2][C:3]1[CH:4]=[C:5]([C:11]2[NH:15][N:14]=[C:13]([CH3:16])[C:12]=2[NH2:17])[CH:6]=[CH:7][C:8]=1[O:9][CH3:10].[C:18](Cl)(=[O:25])[C:19]1[CH:24]=[CH:23][CH:22]=[CH:21][CH:20]=1. (3) The reactants are: [CH2:1]([C:3]1[CH:4]=[C:5]([CH2:9][C@@H:10]([B:34]2[O:42]C(C)(C)C(C)(C)[O:35]2)[NH:11][C:12](=[O:33])[CH:13]([CH2:21][N:22]2[CH:26]=[C:25]([C:27]3[CH:32]=[CH:31][CH:30]=[CH:29][CH:28]=3)[N:24]=[N:23]2)[CH2:14][N:15]2[CH:19]=[CH:18][S:17][C:16]2=[O:20])[CH:6]=[CH:7][CH:8]=1)[CH3:2].CC(C)CB(O)O.Cl. Given the product [CH2:1]([C:3]1[CH:4]=[C:5]([CH2:9][C@@H:10]([B:34]([OH:35])[OH:42])[NH:11][C:12](=[O:33])[CH:13]([CH2:21][N:22]2[CH:26]=[C:25]([C:27]3[CH:32]=[CH:31][CH:30]=[CH:29][CH:28]=3)[N:24]=[N:23]2)[CH2:14][N:15]2[CH:19]=[CH:18][S:17][C:16]2=[O:20])[CH:6]=[CH:7][CH:8]=1)[CH3:2], predict the reactants needed to synthesize it. (4) Given the product [CH3:1][O:2][NH:3][CH:4]1[C:13]2[C:8](=[C:9]([CH3:17])[C:10]([CH3:16])=[C:11]([OH:15])[C:12]=2[CH3:14])[O:7][C:6]([CH3:19])([CH3:18])[CH2:5]1, predict the reactants needed to synthesize it. The reactants are: [CH3:1][O:2][N:3]=[C:4]1[C:13]2[C:8](=[C:9]([CH3:17])[C:10]([CH3:16])=[C:11]([OH:15])[C:12]=2[CH3:14])[O:7][C:6]([CH3:19])([CH3:18])[CH2:5]1.Cl. (5) The reactants are: [Br:1][C:2]1[CH:7]=[CH:6][C:5]([CH:8]([OH:14])[CH2:9][NH:10][CH2:11][CH2:12][OH:13])=[CH:4][C:3]=1[F:15].[CH3:16][C:17]([O:20][C:21](O[C:21]([O:20][C:17]([CH3:19])([CH3:18])[CH3:16])=[O:22])=[O:22])([CH3:19])[CH3:18].O. Given the product [C:17]([O:20][C:21](=[O:22])[N:10]([CH2:9][CH:8]([C:5]1[CH:6]=[CH:7][C:2]([Br:1])=[C:3]([F:15])[CH:4]=1)[OH:14])[CH2:11][CH2:12][OH:13])([CH3:19])([CH3:18])[CH3:16], predict the reactants needed to synthesize it.